From a dataset of Full USPTO retrosynthesis dataset with 1.9M reactions from patents (1976-2016). Predict the reactants needed to synthesize the given product. (1) Given the product [N:29]1([CH:35]2[CH2:40][CH2:39][N:38]([CH2:41][CH2:42][CH2:43][NH:44][C:19](=[O:21])[C:18]3[CH:17]=[CH:16][C:15]([S:12](=[O:14])(=[O:13])[NH:11][C:6]4[CH:7]=[CH:8][CH:9]=[CH:10][C:5]=4[O:4][C:3]4[CH:24]=[CH:25][C:26]([F:28])=[CH:27][C:2]=4[Cl:1])=[CH:23][CH:22]=3)[CH2:37][CH2:36]2)[CH2:34][CH2:33][CH2:32][CH2:31][CH2:30]1, predict the reactants needed to synthesize it. The reactants are: [Cl:1][C:2]1[CH:27]=[C:26]([F:28])[CH:25]=[CH:24][C:3]=1[O:4][C:5]1[CH:10]=[CH:9][CH:8]=[CH:7][C:6]=1[NH:11][S:12]([C:15]1[CH:23]=[CH:22][C:18]([C:19]([OH:21])=O)=[CH:17][CH:16]=1)(=[O:14])=[O:13].[N:29]1([CH:35]2[CH2:40][CH2:39][N:38]([CH2:41][CH2:42][CH2:43][NH:44]C(=O)C3C=CC(S(=O)(=O)NC4C=CC=CC=4OC4C=CC(Cl)=CC=4Cl)=CC=3)[CH2:37][CH2:36]2)[CH2:34][CH2:33][CH2:32][CH2:31][CH2:30]1. (2) Given the product [CH3:38][O:37][C:34]1[CH:33]=[CH:32][C:31]([CH2:30][N:8]([CH2:7][C:6]2[CH:5]=[CH:4][C:3]([O:2][CH3:1])=[CH:40][CH:39]=2)[C:9]2[N:10]=[CH:11][C:12]([C:15]3[C:16]4[CH2:29][CH2:28][N:27]([C:42]5[CH:43]=[CH:44][C:45]([C:48]([N:50]6[CH2:51][CH2:52][N:53]([CH2:56][CH3:57])[CH2:54][CH2:55]6)=[O:49])=[N:46][CH:47]=5)[C:17]=4[N:18]=[C:19]([N:21]4[CH2:26][CH2:25][O:24][CH2:23][CH2:22]4)[N:20]=3)=[CH:13][N:14]=2)=[CH:36][CH:35]=1, predict the reactants needed to synthesize it. The reactants are: [CH3:1][O:2][C:3]1[CH:40]=[CH:39][C:6]([CH2:7][N:8]([CH2:30][C:31]2[CH:36]=[CH:35][C:34]([O:37][CH3:38])=[CH:33][CH:32]=2)[C:9]2[N:14]=[CH:13][C:12]([C:15]3[C:16]4[CH2:29][CH2:28][NH:27][C:17]=4[N:18]=[C:19]([N:21]4[CH2:26][CH2:25][O:24][CH2:23][CH2:22]4)[N:20]=3)=[CH:11][N:10]=2)=[CH:5][CH:4]=1.Br[C:42]1[CH:43]=[CH:44][C:45]([C:48]([N:50]2[CH2:55][CH2:54][N:53]([CH2:56][CH3:57])[CH2:52][CH2:51]2)=[O:49])=[N:46][CH:47]=1.COC(=O)C1C=CC(Br)=CC=1. (3) The reactants are: [CH3:1][O:2][C:3]1[CH:15]=[C:14]2[C:6]([C:7]3[C:12]([CH3:16])([CH2:13]2)[CH2:11][CH2:10][C:9](=[O:17])[CH:8]=3)=[CH:5][CH:4]=1.C([O-])(O)=O.[Na+].[Br:23]Br. Given the product [Br:23][C:8]1[C:9](=[O:17])[CH2:10][CH2:11][C:12]2([CH3:16])[C:7]=1[C:6]1[C:14](=[CH:15][C:3]([O:2][CH3:1])=[CH:4][CH:5]=1)[CH2:13]2, predict the reactants needed to synthesize it. (4) Given the product [CH3:21][C:5]1([CH3:20])[C:4]2[C:8](=[CH:9][C:10]([N+:11]([O-:13])=[O:12])=[C:2]([NH:1][C:24](=[O:25])[CH2:23][CH2:22][C:26]3[CH:4]=[CH:3][CH:2]=[CH:10][CH:9]=3)[CH:3]=2)[N:7]([CH2:14][C:15]#[C:16][CH2:17][CH3:18])[C:6]1=[O:19], predict the reactants needed to synthesize it. The reactants are: [NH2:1][C:2]1[CH:3]=[C:4]2[C:8](=[CH:9][C:10]=1[N+:11]([O-:13])=[O:12])[N:7]([CH2:14][C:15]#[C:16][CH2:17][CH3:18])[C:6](=[O:19])[C:5]2([CH3:21])[CH3:20].[CH2:22]1[CH2:26][O:25][CH2:24][CH2:23]1.